From a dataset of Catalyst prediction with 721,799 reactions and 888 catalyst types from USPTO. Predict which catalyst facilitates the given reaction. (1) Reactant: [H-].[H-].[H-].[H-].[Li+].[Al+3].CS(N1CC[N:14]([C:17]([CH:19]2[CH2:22][C:21](=[O:23])[CH2:20]2)=O)CC1)(=O)=O.[OH-].[Na+].[CH2:26](N(CC)CC)C.CS(Cl)(=O)=O.[C:38]([O-:41])(O)=[O:39].[Na+].[CH2:43]1[CH2:47]OC[CH2:44]1. Product: [OH:23][C@@H:21]1[CH2:20][C@H:19]([CH2:17][NH:14][C:38](=[O:39])[O:41][C:43]([CH3:44])([CH3:47])[CH3:26])[CH2:22]1. The catalyst class is: 6. (2) Reactant: [CH2:1]([N:3]1[C:15]2[CH:14]=[N:13][C:12](C(OCC)=O)=[CH:11][C:10]=2[C:9]2[C:4]1=[CH:5][CH:6]=[CH:7][CH:8]=2)[CH3:2].O.NN. Product: [CH2:1]([N:3]1[C:15]2[CH:14]=[N:13][CH:12]=[CH:11][C:10]=2[C:9]2[C:4]1=[CH:5][CH:6]=[CH:7][CH:8]=2)[CH3:2]. The catalyst class is: 8. (3) Reactant: [Cl:1][C:2]1[NH:7][C:6](=[O:8])[N:5]([CH:9]([CH3:11])[CH3:10])[C:4](=[O:12])[C:3]=1[CH2:13][C:14](=O)[C:15]1[CH:20]=[CH:19][CH:18]=[CH:17][CH:16]=1.C([O-])(=O)C.[NH4+].C([BH3-])#[N:28].[Na+]. The catalyst class is: 14. Product: [NH2:28][CH:14]([C:15]1[CH:20]=[CH:19][CH:18]=[CH:17][CH:16]=1)[CH2:13][C:3]1[C:4](=[O:12])[N:5]([CH:9]([CH3:11])[CH3:10])[C:6](=[O:8])[NH:7][C:2]=1[Cl:1]. (4) Reactant: C(O[C:4](=[O:12])[CH2:5][C:6](=[O:11])[C:7]([CH3:10])([CH3:9])[CH3:8])C.[F:13][C:14]1[CH:15]=[C:16]([CH:19]=[CH:20][C:21]=1[F:22])[CH2:17][NH2:18]. Product: [F:13][C:14]1[CH:15]=[C:16]([CH:19]=[CH:20][C:21]=1[F:22])[CH2:17][NH:18][C:4](=[O:12])[CH2:5][C:6](=[O:11])[C:7]([CH3:8])([CH3:9])[CH3:10]. The catalyst class is: 11.